Dataset: Retrosynthesis with 50K atom-mapped reactions and 10 reaction types from USPTO. Task: Predict the reactants needed to synthesize the given product. (1) Given the product CCCCCCCCOc1ccc(-c2c3ccc(n3)c(-c3ccc(O)cc3)c3ccc([nH]3)c(-c3ccc(O)cc3)c3ccc(n3)c(-c3ccc(O)cc3)c3ccc2[nH]3)cc1, predict the reactants needed to synthesize it. The reactants are: CCCCCCCCBr.Oc1ccc(-c2c3ccc(n3)c(-c3ccc(O)cc3)c3ccc([nH]3)c(-c3ccc(O)cc3)c3ccc(n3)c(-c3ccc(O)cc3)c3ccc2[nH]3)cc1. (2) The reactants are: CC1(C)OB(c2ccc(N)cc2)OC1(C)C.Clc1nc(N2CCOCC2)c2sc(I)cc2n1. Given the product Nc1ccc(-c2cc3nc(Cl)nc(N4CCOCC4)c3s2)cc1, predict the reactants needed to synthesize it. (3) Given the product CCOC(=O)N1CCC(Nc2nc3ccccc3s2)CC1, predict the reactants needed to synthesize it. The reactants are: CCOC(=O)N1CCC(N)CC1.Clc1nc2ccccc2s1. (4) Given the product COC(=O)N(C)N=C(c1ccc(Cl)cc1)C(C)(C)C, predict the reactants needed to synthesize it. The reactants are: CNN=C(c1ccc(Cl)cc1)C(C)(C)C.COC(=O)Cl.